This data is from Catalyst prediction with 721,799 reactions and 888 catalyst types from USPTO. The task is: Predict which catalyst facilitates the given reaction. (1) Reactant: Cl[C:2]1[C:11]([N+:12]([O-:14])=[O:13])=[CH:10][CH:9]=[C:8]([Cl:15])[C:3]=1[C:4]([O:6][CH3:7])=[O:5].[CH3:16][O:17][C:18]1[CH:25]=[CH:24][C:21]([CH2:22][NH2:23])=[CH:20][CH:19]=1.CCN(CC)CC.O. Product: [Cl:15][C:8]1[C:3]([C:4]([O:6][CH3:7])=[O:5])=[C:2]([NH:23][CH2:22][C:21]2[CH:24]=[CH:25][C:18]([O:17][CH3:16])=[CH:19][CH:20]=2)[C:11]([N+:12]([O-:14])=[O:13])=[CH:10][CH:9]=1. The catalyst class is: 1. (2) Reactant: N(C(OCC)=O)=N[C:3](OCC)=O.[K].[C:14]1(=[O:24])[NH:18][C:17](=[O:19])[C:16]2=[CH:20][CH:21]=[CH:22][CH:23]=[C:15]12.[CH2:25]([O:32][C:33]1[CH:40]=[CH:39][C:36]([C:37]#[N:38])=[CH:35][C:34]=1CO)[C:26]1[CH:31]=[CH:30][CH:29]=[CH:28][CH:27]=1.C1(P(C2C=CC=CC=2)C2C=CC=CC=2)C=CC=CC=1. Product: [CH2:25]([O:32][C:33]1[CH:34]=[CH:35][C:36]([C:37]#[N:38])=[C:39]([CH3:3])[C:40]=1[N:18]1[C:14](=[O:24])[C:15]2[C:16](=[CH:20][CH:21]=[CH:22][CH:23]=2)[C:17]1=[O:19])[C:26]1[CH:27]=[CH:28][CH:29]=[CH:30][CH:31]=1. The catalyst class is: 7. (3) Reactant: [Br:1][C:2]1[CH:3]=[C:4]([CH:8]=[CH:9][CH:10]=1)[C@@H:5]([NH2:7])[CH3:6].[N+:11]([C:14]1[CH:19]=[C:18]([N+:20]([O-:22])=[O:21])[CH:17]=[CH:16][C:15]=1[S:23](Cl)(=[O:25])=[O:24])([O-:13])=[O:12].C(N(CC)C(C)C)(C)C. The catalyst class is: 1. Product: [Br:1][C:2]1[CH:3]=[C:4]([C@@H:5]([NH:7][S:23]([C:15]2[CH:16]=[CH:17][C:18]([N+:20]([O-:22])=[O:21])=[CH:19][C:14]=2[N+:11]([O-:13])=[O:12])(=[O:24])=[O:25])[CH3:6])[CH:8]=[CH:9][CH:10]=1.